Dataset: Forward reaction prediction with 1.9M reactions from USPTO patents (1976-2016). Task: Predict the product of the given reaction. (1) Given the reactants [CH3:1][C:2]1[C:3]([N+:10]([O-:12])=O)=[C:4]([CH:6]=[C:7]([CH3:9])[CH:8]=1)[NH2:5].N#[C:14][NH2:15].[CH][Cl:17].[OH-].[Na+].N([O-])=O.[Na+], predict the reaction product. The product is: [Cl:17][C:14]1[N:15]=[N+:10]([O-:12])[C:3]2[C:2]([CH3:1])=[CH:8][C:7]([CH3:9])=[CH:6][C:4]=2[N:5]=1. (2) Given the reactants Br[C:2]1[C:3]([CH2:27][N:28]2[CH2:33][CH2:32][O:31][CH2:30][CH2:29]2)=[CH:4][C:5]([O:17][CH2:18][C:19]2[CH:24]=[CH:23][C:22]([F:25])=[CH:21][C:20]=2[F:26])=[C:6]([CH:16]=1)[C:7]([NH:9][C:10]1[C:11]([CH3:15])=[N:12][O:13][CH:14]=1)=[O:8].[CH3:34][N:35]1[CH:39]=[C:38](B2OC(C)(C)C(C)(C)O2)[CH:37]=[N:36]1.C(=O)([O-])[O-].[Na+].[Na+], predict the reaction product. The product is: [F:26][C:20]1[CH:21]=[C:22]([F:25])[CH:23]=[CH:24][C:19]=1[CH2:18][O:17][C:5]1[CH:4]=[C:3]([CH2:27][N:28]2[CH2:33][CH2:32][O:31][CH2:30][CH2:29]2)[C:2]([C:38]2[CH:37]=[N:36][N:35]([CH3:34])[CH:39]=2)=[CH:16][C:6]=1[C:7]([NH:9][C:10]1[C:11]([CH3:15])=[N:12][O:13][CH:14]=1)=[O:8].